Dataset: Reaction yield outcomes from USPTO patents with 853,638 reactions. Task: Predict the reaction yield, written as a fraction of the theoretical maximum amount of product (1.0 means a 100% yield; for example, 0.34 means a 34% yield). (1) The reactants are Cl[C:2]1[C:3]([CH3:16])=[C:4]([N:8]2[CH:13]3[CH2:14][CH2:15][CH:9]2[CH2:10][O:11][CH2:12]3)[CH:5]=[CH:6][CH:7]=1.[C:17]([O:21][C:22]([N:24]1[CH2:28][CH:27]2[CH2:29][N:30]([CH2:32][B-](F)(F)F)[CH2:31][CH:26]2[CH2:25]1)=[O:23])([CH3:20])([CH3:19])[CH3:18].[K+].C(=O)([O-])[O-].[Cs+].[Cs+].C1(P(C2CCCCC2)C2C=CC=CC=2C2C(C(C)C)=CC(C(C)C)=CC=2C(C)C)CCCCC1. The catalyst is O.C([O-])(=O)C.[Pd+2].C([O-])(=O)C.O1CCCC1. The product is [CH3:16][C:3]1[C:4]([N:8]2[CH:13]3[CH2:14][CH2:15][CH:9]2[CH2:10][O:11][CH2:12]3)=[CH:5][CH:6]=[CH:7][C:2]=1[CH2:32][N:30]1[CH2:31][CH:26]2[CH2:25][N:24]([C:22]([O:21][C:17]([CH3:20])([CH3:19])[CH3:18])=[O:23])[CH2:28][CH:27]2[CH2:29]1. The yield is 0.410. (2) The reactants are C([O:8][C:9]1[CH:14]=[C:13](F)[C:12]([O:16][CH3:17])=[CH:11][C:10]=1[C:18](=[O:20])[CH3:19])C1C=CC=CC=1.[CH2:21]([N:28]1[CH2:33][CH2:32][NH:31][CH2:30][CH2:29]1)[C:22]1[CH:27]=[CH:26][CH:25]=[CH:24][CH:23]=1.C(=O)([O-])[O-].[K+].[K+]. The catalyst is CN(C=O)C. The product is [CH2:21]([N:28]1[CH2:33][CH2:32][N:31]([C:13]2[C:12]([O:16][CH3:17])=[CH:11][C:10]([C:18](=[O:20])[CH3:19])=[C:9]([OH:8])[CH:14]=2)[CH2:30][CH2:29]1)[C:22]1[CH:23]=[CH:24][CH:25]=[CH:26][CH:27]=1. The yield is 0.730. (3) The reactants are CS(C)=O.C(Cl)(=O)C(Cl)=O.[Cl:11][C:12]1[CH:13]=[C:14]([CH3:30])[C:15]2[N:16]([C:18]([CH2:27][CH2:28][OH:29])=[C:19]([C:21]3[CH:26]=[CH:25][CH:24]=[CH:23][CH:22]=3)[N:20]=2)[CH:17]=1.C(Cl)(=O)C(Cl)=O.CS(C)=O.C(N(CC)C(C)C)(C)C. The catalyst is C(Cl)Cl.O. The product is [Cl:11][C:12]1[CH:13]=[C:14]([CH3:30])[C:15]2[N:16]([C:18]([CH2:27][CH:28]=[O:29])=[C:19]([C:21]3[CH:26]=[CH:25][CH:24]=[CH:23][CH:22]=3)[N:20]=2)[CH:17]=1. The yield is 0.280. (4) The reactants are FC(F)(F)C(O)=O.[CH:8]1[C:16]2[C:15]3[CH:17]=[CH:18][CH:19]=[CH:20][C:14]=3[O:13][C:12]=2[C:11]([C:21]2[CH:50]=[CH:49][C:24]([C:25]3[CH:30]=[CH:29][C:28]([C:31]([N:33]4[CH2:38][CH2:37][N:36](C(OC(C)(C)C)=O)[CH:35]([C:46]([O-:48])=[O:47])[CH2:34]4)=[O:32])=[CH:27][CH:26]=3)=[CH:23][CH:22]=2)=[CH:10][CH:9]=1. The catalyst is ClCCl. The product is [CH:8]1[C:16]2[C:15]3[CH:17]=[CH:18][CH:19]=[CH:20][C:14]=3[O:13][C:12]=2[C:11]([C:21]2[CH:22]=[CH:23][C:24]([C:25]3[CH:26]=[CH:27][C:28]([C:31]([N:33]4[CH2:38][CH2:37][NH:36][CH:35]([C:46]([OH:48])=[O:47])[CH2:34]4)=[O:32])=[CH:29][CH:30]=3)=[CH:49][CH:50]=2)=[CH:10][CH:9]=1. The yield is 1.00.